This data is from Full USPTO retrosynthesis dataset with 1.9M reactions from patents (1976-2016). The task is: Predict the reactants needed to synthesize the given product. (1) Given the product [N:23]1[CH:24]=[CH:25][N:26]=[CH:27][C:22]=1[C:2]#[C:1][C:3]12[CH2:12][CH:7]3[CH2:8][CH:9]([CH2:11][C:5]([NH:13][C:14](=[O:20])[O:15][C:16]([CH3:17])([CH3:19])[CH3:18])([CH2:6]3)[CH2:4]1)[CH2:10]2, predict the reactants needed to synthesize it. The reactants are: [C:1]([C:3]12[CH2:12][CH:7]3[CH2:8][CH:9]([CH2:11][C:5]([NH:13][C:14](=[O:20])[O:15][C:16]([CH3:19])([CH3:18])[CH3:17])([CH2:6]3)[CH2:4]1)[CH2:10]2)#[CH:2].Cl[C:22]1[CH:27]=[N:26][CH:25]=[CH:24][N:23]=1. (2) Given the product [ClH:28].[ClH:28].[NH2:11][C@@H:9]1[CH2:10][C@H:8]1[C:5]1[CH:6]=[CH:7][C:2]([F:1])=[C:3]([CH:4]=1)[C:19]([NH:20][C:21]1[S:22][C:23]([CH3:26])=[N:24][N:25]=1)=[O:27], predict the reactants needed to synthesize it. The reactants are: [F:1][C:2]1[CH:7]=[CH:6][C:5]([C@@H:8]2[CH2:10][C@H:9]2[NH:11]C(=O)OC(C)(C)C)=[CH:4][C:3]=1[C:19](=[O:27])[NH:20][C:21]1[S:22][C:23]([CH3:26])=[N:24][N:25]=1.[ClH:28].CO. (3) Given the product [CH:1]1[C:10]2[C:5](=[CH:6][CH:7]=[CH:8][CH:9]=2)[CH:4]=[C:3]([NH+:11]([O-:36])[C:12](=[O:27])[C:13]2[CH:18]=[CH:17][CH:16]=[CH:15][C:14]=2[NH:19][CH2:20][C:21]2[CH:22]=[CH:23][N:24]=[CH:25][CH:26]=2)[N:2]=1, predict the reactants needed to synthesize it. The reactants are: [CH:1]1[C:10]2[C:5](=[CH:6][CH:7]=[CH:8][CH:9]=2)[CH:4]=[C:3]([NH:11][C:12](=[O:27])[C:13]2[CH:18]=[CH:17][CH:16]=[CH:15][C:14]=2[NH:19][CH2:20][C:21]2[CH:26]=[CH:25][N:24]=[CH:23][CH:22]=2)[N:2]=1.ClC1C=CC=C(C(OO)=[O:36])C=1.